Dataset: Full USPTO retrosynthesis dataset with 1.9M reactions from patents (1976-2016). Task: Predict the reactants needed to synthesize the given product. (1) Given the product [Cl:30][C:31]1[CH:32]=[C:33]([C:38]2[C:46]([C:47]([NH2:49])=[O:48])=[C:41]3[CH2:42][N:43]([C:54]([NH:27][C:6]4([CH3:11])[CH2:5][C:4]5([C:2]([F:1])([F:12])[CH2:3]5)[CH2:7]4)=[O:53])[CH2:44][CH2:45][N:40]3[N:39]=2)[CH:34]=[CH:35][C:36]=1[F:37], predict the reactants needed to synthesize it. The reactants are: [F:1][C:2]1([F:12])[C:4]2([CH2:7][C:6]([CH3:11])(C(O)=O)[CH2:5]2)[CH2:3]1.C1C=CC(P([N:27]=[N+]=[N-])(C2C=CC=CC=2)=O)=CC=1.[Cl:30][C:31]1[CH:32]=[C:33]([C:38]2[C:46]([C:47]([NH2:49])=[O:48])=[C:41]3[CH2:42][NH:43][CH2:44][CH2:45][N:40]3[N:39]=2)[CH:34]=[CH:35][C:36]=1[F:37].C1[CH2:54][O:53]CC1. (2) Given the product [CH:1]1([CH2:19][CH2:20][CH2:21][NH:22][C@H:14]2[CH2:15][CH2:16][C@H:11]([C:18]3[CH:27]=[CH:26][C:21]4[NH:22][C:23](=[O:25])[O:24][C:20]=4[CH:19]=3)[CH2:12][CH2:13]2)[CH2:2][CH2:3][CH2:4][CH2:5][CH2:6]1, predict the reactants needed to synthesize it. The reactants are: [CH:1]1(NCCC)[CH2:6][CH2:5][CH2:4][CH2:3][CH2:2]1.[CH:11]1([C:18]2[CH:27]=[CH:26][C:21]3[NH:22][C:23](=[O:25])[O:24][C:20]=3[CH:19]=2)[CH2:16][CH2:15][C:14](=O)[CH2:13][CH2:12]1. (3) Given the product [CH3:1][O:2][C:3]([C:5]1([CH2:21][CH2:22][CH3:23])[CH2:11][CH2:10][CH:9]2[N:12]([C:13]([O:15][C:16]([CH3:19])([CH3:18])[CH3:17])=[O:14])[CH:6]1[CH2:7][CH2:8]2)=[O:4], predict the reactants needed to synthesize it. The reactants are: [CH3:1][O:2][C:3]([CH:5]1[CH2:11][CH2:10][CH:9]2[N:12]([C:13]([O:15][C:16]([CH3:19])([CH3:18])[CH3:17])=[O:14])[CH:6]1[CH2:7][CH2:8]2)=[O:4].I[CH2:21][CH2:22][CH3:23].C[Si]([N-][Si](C)(C)C)(C)C.[K+].C1(C)C=CC=CC=1.[Cl-].[NH4+].